Dataset: Forward reaction prediction with 1.9M reactions from USPTO patents (1976-2016). Task: Predict the product of the given reaction. (1) Given the reactants CS[C:3](=[C:6]([C:9]#[N:10])[C:7]#[N:8])SC.[NH2:11][CH2:12][CH2:13][CH2:14][NH:15][CH2:16][CH2:17][CH2:18][OH:19].C(OC(C)C)(C)C, predict the reaction product. The product is: [OH:19][CH2:18][CH2:17][CH2:16][N:15]1[CH2:14][CH2:13][CH2:12][NH:11][C:3]1=[C:6]([C:9]#[N:10])[C:7]#[N:8]. (2) Given the reactants C([Si](C)(C)[O:6][CH2:7][CH2:8][N:9]([CH2:48][CH2:49][O:50][Si](C)(C)C(C)(C)C)[C:10]1[N:15]=[C:14]([N:16]2[CH2:21][CH2:20][N:19]([C:22]3[CH:27]=[CH:26][C:25]([NH:28][C:29](=[O:47])[C:30](=[O:46])[C:31]4[N:39]5[C:34]([CH:35]=[CH:36][CH:37]=[CH:38]5)=[CH:33][C:32]=4[C:40]4[CH:45]=[CH:44][CH:43]=[CH:42][CH:41]=4)=[CH:24][CH:23]=3)[CH2:18][CH2:17]2)[CH:13]=[CH:12][CH:11]=1)(C)(C)C.[F-].C([N+](CCCC)(CCCC)CCCC)CCC, predict the reaction product. The product is: [OH:6][CH2:7][CH2:8][N:9]([CH2:48][CH2:49][OH:50])[C:10]1[N:15]=[C:14]([N:16]2[CH2:17][CH2:18][N:19]([C:22]3[CH:27]=[CH:26][C:25]([NH:28][C:29](=[O:47])[C:30](=[O:46])[C:31]4[N:39]5[C:34]([CH:35]=[CH:36][CH:37]=[CH:38]5)=[CH:33][C:32]=4[C:40]4[CH:41]=[CH:42][CH:43]=[CH:44][CH:45]=4)=[CH:24][CH:23]=3)[CH2:20][CH2:21]2)[CH:13]=[CH:12][CH:11]=1.